From a dataset of Full USPTO retrosynthesis dataset with 1.9M reactions from patents (1976-2016). Predict the reactants needed to synthesize the given product. (1) Given the product [Br:1][C:2]1[CH:3]=[CH:4][C:5]2[C:11]3[S:12][C:13]([C:15]4[N:16]([C:17]5[CH:22]=[CH:21][CH:20]=[CH:19][C:18]=5[Cl:23])[C:28]([NH2:27])=[N:25][N:24]=4)=[CH:14][C:10]=3[CH2:9][CH2:8][O:7][C:6]=2[CH:26]=1, predict the reactants needed to synthesize it. The reactants are: [Br:1][C:2]1[CH:3]=[CH:4][C:5]2[C:11]3[S:12][C:13]([C:15](=[N:24][NH2:25])[NH:16][C:17]4[CH:22]=[CH:21][CH:20]=[CH:19][C:18]=4[Cl:23])=[CH:14][C:10]=3[CH2:9][CH2:8][O:7][C:6]=2[CH:26]=1.[N:27]#[C:28]Br. (2) Given the product [NH2:8][CH:9]1[CH2:10][CH2:11][N:12]([C:15]2[N:20]=[C:19]([N:21]3[CH2:25][CH2:24][CH2:23][CH:22]3[C:26]3[O:30][N:29]=[C:28]([C:31]4[CH:36]=[CH:35][CH:34]=[CH:33][N:32]=4)[CH:27]=3)[N:18]=[C:17]([NH:37][C:38]3[CH:42]=[C:41]([CH3:43])[NH:40][N:39]=3)[CH:16]=2)[CH2:13][CH2:14]1, predict the reactants needed to synthesize it. The reactants are: C(OC([NH:8][CH:9]1[CH2:14][CH2:13][N:12]([C:15]2[N:20]=[C:19]([N:21]3[CH2:25][CH2:24][CH2:23][CH:22]3[C:26]3[O:30][N:29]=[C:28]([C:31]4[CH:36]=[CH:35][CH:34]=[CH:33][N:32]=4)[CH:27]=3)[N:18]=[C:17]([NH:37][C:38]3[CH:42]=[C:41]([CH3:43])[NH:40][N:39]=3)[CH:16]=2)[CH2:11][CH2:10]1)=O)(C)(C)C.FC(F)(F)C(O)=O.